This data is from Reaction yield outcomes from USPTO patents with 853,638 reactions. The task is: Predict the reaction yield, written as a fraction of the theoretical maximum amount of product (1.0 means a 100% yield; for example, 0.34 means a 34% yield). (1) The reactants are [CH2:1]([O:8][C:9]1[CH:10]=[C:11]2[C:16](=[CH:17][CH:18]=1)[C:15](=[O:19])[N:14]([CH2:20][CH:21]([CH3:23])[CH3:22])[C:13]([CH2:24]Cl)=[C:12]2[C:26]1[CH:31]=[CH:30][C:29]([Cl:32])=[CH:28][CH:27]=1)[C:2]1[CH:7]=[CH:6][CH:5]=[CH:4][CH:3]=1.[C:33]1(=[O:43])[NH:37][C:36](=[O:38])[C:35]2=[CH:39][CH:40]=[CH:41][CH:42]=[C:34]12.[K].O. The product is [CH2:1]([O:8][C:9]1[CH:10]=[C:11]2[C:16](=[CH:17][CH:18]=1)[C:15](=[O:19])[N:14]([CH2:20][CH:21]([CH3:22])[CH3:23])[C:13]([CH2:24][N:37]1[C:33](=[O:43])[C:34]3[C:35](=[CH:39][CH:40]=[CH:41][CH:42]=3)[C:36]1=[O:38])=[C:12]2[C:26]1[CH:31]=[CH:30][C:29]([Cl:32])=[CH:28][CH:27]=1)[C:2]1[CH:3]=[CH:4][CH:5]=[CH:6][CH:7]=1. The yield is 0.963. The catalyst is CN(C)C=O. (2) The reactants are [F:1][C:2]([F:7])([F:6])[C:3]([F:5])=[O:4].[F-:8].[K+].[CH2:10]=[C:11]([C:16](OS(F)(=O)=O)([F:18])[F:17])[C:12]([F:15])([F:14])[F:13]. The catalyst is COCCOCCOC. The product is [F:17][C:16]([F:18])([O:4][C:3]([F:8])([F:5])[C:2]([F:7])([F:6])[F:1])[C:11]([C:12]([F:15])([F:14])[F:13])=[CH2:10]. The yield is 0.310. (3) The reactants are [C:1]([C:3]1[C:4]([C:20]([F:23])([F:22])[F:21])=[C:5]2[C:9](=[CH:10][CH:11]=1)[N:8]([CH2:12][C:13](=[NH:16])[NH:14][OH:15])[C:7]([CH2:17][CH2:18][CH3:19])=[CH:6]2)#[N:2].[Br:24][C:25]1[CH:26]=[CH:27][C:28]([Cl:34])=[C:29]([CH:33]=1)[C:30](Cl)=O.C(N(CC)CC)C. The catalyst is C(#N)C. The product is [Br:24][C:25]1[CH:26]=[CH:27][C:28]([Cl:34])=[C:29]([C:30]2[O:15][N:14]=[C:13]([CH2:12][N:8]3[C:9]4[C:5](=[C:4]([C:20]([F:22])([F:23])[F:21])[C:3]([C:1]#[N:2])=[CH:11][CH:10]=4)[CH:6]=[C:7]3[CH2:17][CH2:18][CH3:19])[N:16]=2)[CH:33]=1. The yield is 0.260. (4) The reactants are Cl.[NH2:2][CH2:3][C:4]([O:6][CH2:7][CH3:8])=[O:5].C(N(CC)CC)C.[C:16]1([C:22](=O)[CH:23]([C:28]2[CH:33]=[CH:32][CH:31]=[CH:30][CH:29]=2)[CH2:24][C:25](=O)[CH3:26])[CH:21]=[CH:20][CH:19]=[CH:18][CH:17]=1. The catalyst is C(O)C.C(Cl)Cl. The product is [CH3:26][C:25]1[N:2]([CH2:3][C:4]([O:6][CH2:7][CH3:8])=[O:5])[C:22]([C:16]2[CH:17]=[CH:18][CH:19]=[CH:20][CH:21]=2)=[C:23]([C:28]2[CH:33]=[CH:32][CH:31]=[CH:30][CH:29]=2)[CH:24]=1. The yield is 0.685. (5) The reactants are [OH:1][CH2:2][C@H:3]1[C@@:7]([CH3:9])([OH:8])[CH:6]=[CH:5][CH2:4]1.C(=O)(O)[O-:11].[Na+].ClC1C=CC=C(C(OO)=O)C=1. The catalyst is C(Cl)Cl. The product is [OH:1][CH2:2][C@@H:3]1[CH2:4][C@H:5]2[C@H:6]([O:11]2)[C@:7]1([CH3:9])[OH:8]. The yield is 0.980. (6) The reactants are S[NH:2][C@:3]([CH3:17])([C:14]([OH:16])=O)[CH2:4][C:5]1[C:13]2[C:8](=[CH:9][CH:10]=[CH:11][CH:12]=2)[NH:7][CH:6]=1.Cl[C:19]1[S:20][CH:21]=[C:22]([C:24]2[CH:29]=[CH:28][C:27]([N+:30]([O-:32])=[O:31])=[CH:26][CH:25]=2)[N:23]=1.C([O-])([O-])=O.[K+].[K+].CN(C(ON1N=NC2C=CC=CC1=2)=[N+](C)C)C.F[P-](F)(F)(F)(F)F.[CH3:63][O:64][C:65]1[CH:66]=[CH:67][C:68]([C:71]2([CH2:77][NH2:78])[CH2:76][CH2:75][CH2:74][CH2:73][CH2:72]2)=[N:69][CH:70]=1. The catalyst is CN(C=O)C.[Cu]I. The product is [NH:7]1[C:8]2[C:13](=[CH:12][CH:11]=[CH:10][CH:9]=2)[C:5]([CH2:4][C@:3]([CH3:17])([NH:2][C:19]2[S:20][CH:21]=[C:22]([C:24]3[CH:29]=[CH:28][C:27]([N+:30]([O-:32])=[O:31])=[CH:26][CH:25]=3)[N:23]=2)[C:14]([NH:78][CH2:77][C:71]2([C:68]3[CH:67]=[CH:66][C:65]([O:64][CH3:63])=[CH:70][N:69]=3)[CH2:72][CH2:73][CH2:74][CH2:75][CH2:76]2)=[O:16])=[CH:6]1. The yield is 0.0200.